This data is from NCI-60 drug combinations with 297,098 pairs across 59 cell lines. The task is: Regression. Given two drug SMILES strings and cell line genomic features, predict the synergy score measuring deviation from expected non-interaction effect. (1) Drug 1: CC1OCC2C(O1)C(C(C(O2)OC3C4COC(=O)C4C(C5=CC6=C(C=C35)OCO6)C7=CC(=C(C(=C7)OC)O)OC)O)O. Drug 2: CC(C)CN1C=NC2=C1C3=CC=CC=C3N=C2N. Cell line: SR. Synergy scores: CSS=64.7, Synergy_ZIP=0.883, Synergy_Bliss=0.877, Synergy_Loewe=1.06, Synergy_HSA=1.44. (2) Drug 1: C1CCN(CC1)CCOC2=CC=C(C=C2)C(=O)C3=C(SC4=C3C=CC(=C4)O)C5=CC=C(C=C5)O. Drug 2: CC12CCC3C(C1CCC2O)C(CC4=C3C=CC(=C4)O)CCCCCCCCCS(=O)CCCC(C(F)(F)F)(F)F. Cell line: OVCAR-4. Synergy scores: CSS=2.51, Synergy_ZIP=2.40, Synergy_Bliss=2.74, Synergy_Loewe=1.20, Synergy_HSA=-0.399. (3) Drug 1: CC1=C(C=C(C=C1)NC(=O)C2=CC=C(C=C2)CN3CCN(CC3)C)NC4=NC=CC(=N4)C5=CN=CC=C5. Drug 2: CC1=C2C(C(=O)C3(C(CC4C(C3C(C(C2(C)C)(CC1OC(=O)C(C(C5=CC=CC=C5)NC(=O)C6=CC=CC=C6)O)O)OC(=O)C7=CC=CC=C7)(CO4)OC(=O)C)O)C)OC(=O)C. Cell line: IGROV1. Synergy scores: CSS=14.7, Synergy_ZIP=3.90, Synergy_Bliss=11.8, Synergy_Loewe=-3.92, Synergy_HSA=6.38. (4) Drug 1: C1=CC(=C2C(=C1NCCNCCO)C(=O)C3=C(C=CC(=C3C2=O)O)O)NCCNCCO. Drug 2: CCCCC(=O)OCC(=O)C1(CC(C2=C(C1)C(=C3C(=C2O)C(=O)C4=C(C3=O)C=CC=C4OC)O)OC5CC(C(C(O5)C)O)NC(=O)C(F)(F)F)O. Cell line: EKVX. Synergy scores: CSS=11.8, Synergy_ZIP=-4.62, Synergy_Bliss=-2.79, Synergy_Loewe=-7.02, Synergy_HSA=-0.193.